From a dataset of Full USPTO retrosynthesis dataset with 1.9M reactions from patents (1976-2016). Predict the reactants needed to synthesize the given product. The reactants are: [C:1]1([C:7]2[CH:12]=[CH:11][N:10]=[CH:9][CH:8]=2)[CH:6]=[CH:5][CH:4]=[CH:3][CH:2]=1.B1([O-])O[O:14]1.O.O.O.O.[Na+].S([O-])([O-])(=O)=S.[Na+].[Na+]. Given the product [C:1]1([C:7]2[CH:8]=[CH:9][N+:10]([O-:14])=[CH:11][CH:12]=2)[CH:2]=[CH:3][CH:4]=[CH:5][CH:6]=1, predict the reactants needed to synthesize it.